This data is from Full USPTO retrosynthesis dataset with 1.9M reactions from patents (1976-2016). The task is: Predict the reactants needed to synthesize the given product. (1) Given the product [Br:1][C:2]1[C:3](=[O:20])[N:4]([C:14]2[CH2:15][N:16]([CH2:21][C:22]3[CH:27]=[CH:26][CH:25]=[CH:24][CH:23]=3)[CH2:17][CH2:18][CH:19]=2)[CH:5]=[C:6]([C:8]2[CH:13]=[CH:12][CH:11]=[CH:10][N:9]=2)[CH:7]=1, predict the reactants needed to synthesize it. The reactants are: [Br:1][C:2]1[C:3](=[O:20])[N:4]([C:14]2[CH:15]=[N:16][CH:17]=[CH:18][CH:19]=2)[CH:5]=[C:6]([C:8]2[CH:13]=[CH:12][CH:11]=[CH:10][N:9]=2)[CH:7]=1.[CH2:21](Br)[C:22]1[CH:27]=[CH:26][CH:25]=[CH:24][CH:23]=1. (2) Given the product [Cl:1][C:2]1[CH:3]=[C:4]([S:9]([N:29]2[CH2:30][CH2:31][CH:15]([CH2:16][NH:19][C:20](=[O:26])[O:21][C:22]([CH3:25])([CH3:24])[CH3:23])[CH2:33][CH2:32]2)(=[O:11])=[O:10])[CH:5]=[CH:6][C:7]=1[Cl:8], predict the reactants needed to synthesize it. The reactants are: [Cl:1][C:2]1[CH:3]=[C:4]([S:9](Cl)(=[O:11])=[O:10])[CH:5]=[CH:6][C:7]=1[Cl:8].N1CC[CH:16]([NH:19][C:20](=[O:26])[O:21][C:22]([CH3:25])([CH3:24])[CH3:23])[CH2:15]C1.C([N:29]([CH2:32][CH3:33])[CH2:30][CH3:31])C.CO. (3) Given the product [CH2:3]([N:10]1[CH2:11][CH2:12][CH:13]([C:16]([OH:18])=[O:17])[CH2:14][CH2:15]1)[C:4]1[CH:5]=[CH:6][CH:7]=[CH:8][CH:9]=1, predict the reactants needed to synthesize it. The reactants are: [OH-].[Na+].[CH2:3]([N:10]1[CH2:15][CH2:14][CH:13]([C:16]([O:18]CC)=[O:17])[CH2:12][CH2:11]1)[C:4]1[CH:9]=[CH:8][CH:7]=[CH:6][CH:5]=1.Cl.